Predict which catalyst facilitates the given reaction. From a dataset of Catalyst prediction with 721,799 reactions and 888 catalyst types from USPTO. (1) Reactant: [F:1][C:2]1[CH:7]=[CH:6][CH:5]=[CH:4][C:3]=1[N:8]1[C:13]2[CH:14]=[CH:15][CH:16]=[CH:17][C:12]=2[CH2:11][CH:10]([CH2:18][CH2:19][CH2:20][NH:21][CH3:22])[S:9]1(=[O:24])=[O:23].BrC1C=CC=CC=1CCS(Cl)(=O)=O.[F:38]C1C=C(F)C=CC=1N.CN(C)CC. Product: [F:1][C:2]1[CH:7]=[C:6]([F:38])[CH:5]=[CH:4][C:3]=1[N:8]1[C:13]2[CH:14]=[CH:15][CH:16]=[CH:17][C:12]=2[CH2:11][CH:10]([CH2:18][CH2:19][CH2:20][NH:21][CH3:22])[S:9]1(=[O:24])=[O:23]. The catalyst class is: 5. (2) Reactant: [CH3:1][N:2]1[C:6]2[CH:7]=[CH:8][C:9]([CH3:11])=[CH:10][C:5]=2[O:4][C:3]1=[O:12].[N:13]([O-:15])=[O:14].[Na+]. Product: [CH3:1][N:2]1[C:6]2[CH:7]=[C:8]([N+:13]([O-:15])=[O:14])[C:9]([CH3:11])=[CH:10][C:5]=2[O:4][C:3]1=[O:12]. The catalyst class is: 55. (3) Reactant: C([N:8]1[CH2:13][CH2:12][N:11]2[CH2:14][C@@H:15]([CH2:18][OH:19])[CH2:16][CH2:17][C@H:10]2[CH2:9]1)(OC(C)(C)C)=O. Product: [OH:19][CH2:18][C@@H:15]1[CH2:14][N:11]2[CH2:12][CH2:13][NH:8][CH2:9][C@@H:10]2[CH2:17][CH2:16]1. The catalyst class is: 574. (4) Reactant: [OH:1][C:2]1[CH:7]=[CH:6][C:5]([C:8]([CH3:14])([CH3:13])[C:9]([O:11][CH3:12])=[O:10])=[CH:4][CH:3]=1.C(N(CC)CC)C.[Cl-].[Mg+2].[Cl-].[CH2:25]=[O:26].OP(O)(O)=O. Product: [OH:1][C:2]1[CH:3]=[CH:4][C:5]([C:8]([CH3:14])([CH3:13])[C:9]([O:11][CH3:12])=[O:10])=[CH:6][C:7]=1[CH:25]=[O:26]. The catalyst class is: 10. (5) Reactant: [Si]([O:8][CH2:9][CH2:10][C@@:11]1([C:24]([N:26]2[CH2:35][CH2:34][C:33]3[N:32]=[CH:31][C:30]([C:36]([F:39])([F:38])[F:37])=[CH:29][C:28]=3[CH2:27]2)=[O:25])[CH2:15][C@H:14]([NH:16][C:17](=[O:23])[O:18][C:19]([CH3:22])([CH3:21])[CH3:20])[CH:13]=[CH:12]1)(C(C)(C)C)(C)C.CCCC[N+](CCCC)(CCCC)CCCC.[F-].O. Product: [OH:8][CH2:9][CH2:10][C@@:11]1([C:24]([N:26]2[CH2:35][CH2:34][C:33]3[N:32]=[CH:31][C:30]([C:36]([F:39])([F:38])[F:37])=[CH:29][C:28]=3[CH2:27]2)=[O:25])[CH2:15][C@H:14]([NH:16][C:17](=[O:23])[O:18][C:19]([CH3:22])([CH3:21])[CH3:20])[CH:13]=[CH:12]1. The catalyst class is: 1. (6) Reactant: [H-].[Na+].[CH3:3][C:4]1([OH:10])[CH2:9][CH2:8][O:7][CH2:6][CH2:5]1.[N:11]1[CH:16]=[CH:15][CH:14]=[CH:13][C:12]=1[O:17][C:18](=O)[O:19]C1C=CC=CN=1.[NH4+].[Cl-]. Product: [C:18](=[O:19])([O:17][C:12]1[CH:13]=[CH:14][CH:15]=[CH:16][N:11]=1)[O:10][C:4]1([CH3:3])[CH2:9][CH2:8][O:7][CH2:6][CH2:5]1. The catalyst class is: 1.